This data is from Reaction yield outcomes from USPTO patents with 853,638 reactions. The task is: Predict the reaction yield, written as a fraction of the theoretical maximum amount of product (1.0 means a 100% yield; for example, 0.34 means a 34% yield). The yield is 0.834. The catalyst is ClCCCl.CN(C)C=O. The reactants are C(Cl)(=O)C(Cl)=O.Cl.[CH2:8]([N:15]1[CH2:20][CH2:19][O:18][CH:17]([C:21]([OH:23])=O)[CH2:16]1)[C:9]1[CH:14]=[CH:13][CH:12]=[CH:11][CH:10]=1.[NH:24]([CH3:26])[CH3:25]. The product is [CH2:8]([N:15]1[CH2:20][CH2:19][O:18][CH:17]([C:21]([N:24]([CH3:26])[CH3:25])=[O:23])[CH2:16]1)[C:9]1[CH:14]=[CH:13][CH:12]=[CH:11][CH:10]=1.